This data is from Reaction yield outcomes from USPTO patents with 853,638 reactions. The task is: Predict the reaction yield, written as a fraction of the theoretical maximum amount of product (1.0 means a 100% yield; for example, 0.34 means a 34% yield). (1) The reactants are O.O.[Sn](Cl)Cl.[CH3:6][C:7]([C:11]1[CH:16]=[CH:15][CH:14]=[C:13]([N+:17]([O-])=O)[CH:12]=1)([CH3:10])[C:8]#[N:9]. The catalyst is CCO. The product is [NH2:17][C:13]1[CH:12]=[C:11]([C:7]([CH3:10])([CH3:6])[C:8]#[N:9])[CH:16]=[CH:15][CH:14]=1. The yield is 0.730. (2) The reactants are [N+:1]([C:4]1[CH:5]=[C:6]2[C:10](=[CH:11][CH:12]=1)[NH:9][CH:8]=[CH:7]2)([O-:3])=[O:2].ClS([N:17]=[C:18]=O)(=O)=O. The catalyst is C(OCC)C. The product is [N+:1]([C:4]1[CH:5]=[C:6]2[C:10](=[CH:11][CH:12]=1)[NH:9][CH:8]=[C:7]2[C:18]#[N:17])([O-:3])=[O:2]. The yield is 0.600.